From a dataset of Full USPTO retrosynthesis dataset with 1.9M reactions from patents (1976-2016). Predict the reactants needed to synthesize the given product. (1) The reactants are: [CH3:1][N:2]([CH3:18])[CH:3]([CH2:16][CH3:17])[CH:4]([C:6]1[CH:11]=[CH:10][C:9]([NH:12][C:13](=[O:15])[CH3:14])=[CH:8][CH:7]=1)O.C([N:21]1[CH:25]=[CH:24][N:23]=[CH:22]1)([N:21]1[CH:25]=[CH:24][N:23]=[CH:22]1)=O. Given the product [CH3:1][N:2]([CH3:18])[CH:3]([CH2:16][CH3:17])[CH:4]([C:6]1[CH:11]=[CH:10][C:9]([NH:12][C:13](=[O:15])[CH3:14])=[CH:8][CH:7]=1)[N:21]1[CH:25]=[CH:24][N:23]=[CH:22]1, predict the reactants needed to synthesize it. (2) Given the product [F:21][C:18]1[CH:19]=[CH:20][C:15]([S:12]([C:4]2[N:3]=[C:2]([NH:69][C:68]3[S:64][N:65]=[CH:66][N:67]=3)[C:11]3[C:6]([CH:5]=2)=[CH:7][CH:8]=[CH:9][CH:10]=3)(=[O:14])=[O:13])=[CH:16][CH:17]=1, predict the reactants needed to synthesize it. The reactants are: Br[C:2]1[C:11]2[C:6](=[CH:7][CH:8]=[CH:9][CH:10]=2)[CH:5]=[C:4]([S:12]([C:15]2[CH:20]=[CH:19][C:18]([F:21])=[CH:17][CH:16]=2)(=[O:14])=[O:13])[N:3]=1.C1(P(C2C=CC=CC=2)C2C3OC4C(=CC=CC=4P(C4C=CC=CC=4)C4C=CC=CC=4)C(C)(C)C=3C=CC=2)C=CC=CC=1.[S:64]1[C:68]([NH2:69])=[N:67][CH:66]=[N:65]1.C([O-])([O-])=O.[Na+].[Na+]. (3) Given the product [CH3:1][O:2][C:3](=[O:24])[CH2:4][C:5]1[C:6](=[O:23])[N:7]([CH2:16][C:17]2[CH:22]=[CH:21][CH:20]=[CH:19][CH:18]=2)[C:8]2[C:13]([CH:14]=1)=[CH:12][CH:11]=[C:10]([O:15][CH2:40][CH2:39][CH2:38][CH2:37][NH:36][C:35]([O:34][C:30]([CH3:31])([CH3:33])[CH3:32])=[O:42])[CH:9]=2, predict the reactants needed to synthesize it. The reactants are: [CH3:1][O:2][C:3](=[O:24])[CH2:4][C:5]1[C:6](=[O:23])[N:7]([CH2:16][C:17]2[CH:22]=[CH:21][CH:20]=[CH:19][CH:18]=2)[C:8]2[C:13]([CH:14]=1)=[CH:12][CH:11]=[C:10]([OH:15])[CH:9]=2.COC(=O)C.[C:30]([O:34][C:35](=[O:42])[NH:36][CH2:37][CH2:38][CH2:39][CH2:40]Br)([CH3:33])([CH3:32])[CH3:31]. (4) The reactants are: Br[C:2]1[CH:3]=[C:4]([CH:8]=[CH:9][CH:10]=1)[C:5]([NH2:7])=[O:6].[F:11][C:12]1[CH:13]=[C:14](B(O)O)[CH:15]=[CH:16][C:17]=1[CH:18]=[O:19].C([O-])([O-])=O.[K+].[K+].O. Given the product [F:11][C:12]1[CH:13]=[C:14]([C:2]2[CH:10]=[CH:9][CH:8]=[C:4]([C:5]([NH2:7])=[O:6])[CH:3]=2)[CH:15]=[CH:16][C:17]=1[CH:18]=[O:19], predict the reactants needed to synthesize it. (5) Given the product [C:28]([O:31][CH:16]1[CH2:17][CH:12]([C:8]2[N:4]3[CH:5]=[CH:6][N:7]=[C:2]([NH2:1])[C:3]3=[C:10]([Br:11])[N:9]=2)[CH2:13][N:14]([C:18]([O:20][CH2:21][C:22]2[CH:27]=[CH:26][CH:25]=[CH:24][CH:23]=2)=[O:19])[CH2:15]1)(=[O:30])[CH3:29], predict the reactants needed to synthesize it. The reactants are: [NH2:1][C:2]1[C:3]2[N:4]([C:8]([C@@H:12]3[CH2:17][CH2:16][CH2:15][N:14]([C:18]([O:20][CH2:21][C:22]4[CH:27]=[CH:26][CH:25]=[CH:24][CH:23]=4)=[O:19])[CH2:13]3)=[N:9][C:10]=2[Br:11])[CH:5]=[CH:6][N:7]=1.[C:28]([O:31]C1CN(C(OCC2C=CC=CC=2)=O)C[CH:29]([C:28]([OH:31])=[O:30])C1)(=[O:30])[CH3:29].